Dataset: Catalyst prediction with 721,799 reactions and 888 catalyst types from USPTO. Task: Predict which catalyst facilitates the given reaction. (1) Reactant: [C:1]([OH:6])(=[O:5])[CH2:2][CH2:3][CH3:4].C(Cl)CCl.O[CH2:12][C:13]1[CH:18]=[CH:17][C:16]([CH:19]([C:29]([NH:31][C:32]2[CH:33]=[C:34]3[C:39](=[CH:40][CH:41]=2)[CH:38]=[N:37][CH:36]=[CH:35]3)=[O:30])[CH2:20][NH:21][C:22](=[O:28])[O:23][C:24]([CH3:27])([CH3:26])[CH3:25])=[CH:15][CH:14]=1. Product: [C:1]([O:6][CH2:12][C:13]1[CH:14]=[CH:15][C:16]([CH:19]([CH2:20][NH:21][C:22]([O:23][C:24]([CH3:27])([CH3:26])[CH3:25])=[O:28])[C:29]([NH:31][C:32]2[CH:33]=[C:34]3[C:39](=[CH:40][CH:41]=2)[CH:38]=[N:37][CH:36]=[CH:35]3)=[O:30])=[CH:17][CH:18]=1)(=[O:5])[CH2:2][CH2:3][CH3:4]. The catalyst class is: 383. (2) Reactant: [Cl:1][C:2]1[CH:7]=[CH:6][C:5]([CH2:8][C:9]([N:11]2[C@@H:15]([CH:16]([CH3:18])[CH3:17])[CH2:14][O:13][C:12]2=[O:19])=[O:10])=[CH:4][CH:3]=1.[CH3:20][Si]([N-][Si](C)(C)C)(C)C.[Na+].CC(O)=O. Product: [Cl:1][C:2]1[CH:7]=[CH:6][C:5]([C@H:8]([CH3:20])[C:9]([N:11]2[C@@H:15]([CH:16]([CH3:17])[CH3:18])[CH2:14][O:13][C:12]2=[O:19])=[O:10])=[CH:4][CH:3]=1. The catalyst class is: 116. (3) Reactant: C[O:2][C:3](=[O:9])[CH2:4][CH2:5][CH2:6][CH2:7]Br.C(=O)([O-])[O-].[K+].[K+].[I-].[K+].[NH:18]1[CH2:23][CH2:22][CH2:21][CH2:20][CH2:19]1. Product: [N:18]1([CH2:7][CH2:6][CH2:5][CH2:4][C:3]([OH:2])=[O:9])[CH2:23][CH2:22][CH2:21][CH2:20][CH2:19]1. The catalyst class is: 47. (4) Reactant: [CH3:1][C:2]1[C:10]([O:11][C@H:12]2[CH2:17][CH2:16][CH2:15][C@@H:14]([N:18]3[CH2:23][CH2:22][O:21][CH2:20][CH2:19]3)[CH2:13]2)=[CH:9][CH:8]=[C:7]2[C:3]=1[CH:4]=[N:5][N:6]2C1CCCCO1.Cl.O1CCOCC1. Product: [CH3:1][C:2]1[C:10]([O:11][C@H:12]2[CH2:17][CH2:16][CH2:15][C@@H:14]([N:18]3[CH2:23][CH2:22][O:21][CH2:20][CH2:19]3)[CH2:13]2)=[CH:9][CH:8]=[C:7]2[C:3]=1[CH:4]=[N:5][NH:6]2. The catalyst class is: 32. (5) Reactant: N[C@@H](C(=O)N)CC[C:5]([NH:7][C@@H:8](C(O)=O)CC1C2C(=CC=CC=2)NC=1)=[O:6].[C:25]([NH2:29])([CH3:28])([CH3:27])[CH3:26].[CH3:30][NH:31][CH2:32][C@@H:33]([C@H:35]([C@@H:37]([C@@H:39]([CH2:41][OH:42])[OH:40])[OH:38])[OH:36])[OH:34].NC([CH2:49][OH:50])(CO)CO. Product: [C:25]([NH3+:29])([CH3:28])([CH3:27])[CH3:26].[OH:34][CH2:33][N+:7]([CH2:49][OH:50])([CH2:5][OH:6])[CH3:8].[CH3:30][NH2+:31][CH2:32][CH:33]([OH:34])[CH:35]([OH:36])[CH:37]([OH:38])[CH:39]([OH:40])[CH2:41][OH:42]. The catalyst class is: 6. (6) Reactant: C(OC([NH:8][C:9]1([C:24](O)=O)[CH2:14][CH2:13][N:12]([C:15]2[C:16]3[CH:23]=[CH:22][NH:21][C:17]=3[N:18]=[CH:19][N:20]=2)[CH2:11][CH2:10]1)=O)(C)(C)C.F[P-](F)(F)(F)(F)F.N1(OC(N(C)C)=[N+](C)C)C2N=CC=CC=2N=N1.[NH2:51][C:52]1[CH:53]=[C:54]([S:59]([N:62]([CH2:65][CH3:66])[CH2:63][CH3:64])(=[O:61])=[O:60])[CH:55]=[CH:56][C:57]=1[NH2:58].C(N(C(C)C)C(C)C)C.Cl. Product: [NH2:8][C:9]1([C:24]2[NH:58][C:57]3[CH:56]=[CH:55][C:54]([S:59]([N:62]([CH2:65][CH3:66])[CH2:63][CH3:64])(=[O:61])=[O:60])=[CH:53][C:52]=3[N:51]=2)[CH2:10][CH2:11][N:12]([C:15]2[C:16]3[CH:23]=[CH:22][NH:21][C:17]=3[N:18]=[CH:19][N:20]=2)[CH2:13][CH2:14]1. The catalyst class is: 3.